From a dataset of Forward reaction prediction with 1.9M reactions from USPTO patents (1976-2016). Predict the product of the given reaction. Given the reactants C(=O)([O-])[O-].[Na+].[Na+].O.[NH2:8][C@H:9]1[CH2:14][CH2:13][C@H:12]([OH:15])[CH2:11][CH2:10]1.[CH3:16][C:17]([O:20][C:21](O[C:21]([O:20][C:17]([CH3:19])([CH3:18])[CH3:16])=[O:22])=[O:22])([CH3:19])[CH3:18], predict the reaction product. The product is: [C:17]([O:20][C:21]([NH:8][C@H:9]1[CH2:14][CH2:13][C@H:12]([OH:15])[CH2:11][CH2:10]1)=[O:22])([CH3:19])([CH3:18])[CH3:16].